Dataset: Reaction yield outcomes from USPTO patents with 853,638 reactions. Task: Predict the reaction yield, written as a fraction of the theoretical maximum amount of product (1.0 means a 100% yield; for example, 0.34 means a 34% yield). (1) The reactants are [Si:1]([O:8][C@@H:9]([CH2:36][O:37][Si:38]([C:41]([CH3:44])([CH3:43])[CH3:42])([CH3:40])[CH3:39])[CH2:10][CH2:11][C:12]1[C:13](=[O:35])[CH2:14][C@H:15]2[C:24]=1[C@H:23](O[Si](C(C)(C)C)(C)C)[C:22]1[C:17](=[C:18]([O:33][CH3:34])[CH:19]=[CH:20][CH:21]=1)[CH2:16]2)([C:4]([CH3:7])([CH3:6])[CH3:5])([CH3:3])[CH3:2].C(=O)(O)[O-].[K+].[H][H].C(OCC)(=O)C.CCCCCCC. The catalyst is CO.[Pd]. The product is [Si:1]([O:8][C@@H:9]([CH2:36][O:37][Si:38]([C:41]([CH3:44])([CH3:43])[CH3:42])([CH3:39])[CH3:40])[CH2:10][CH2:11][CH:12]1[C@H:24]2[CH2:23][C:22]3[C:17]([CH2:16][C@H:15]2[CH2:14][C:13]1=[O:35])=[C:18]([O:33][CH3:34])[CH:19]=[CH:20][CH:21]=3)([C:4]([CH3:5])([CH3:6])[CH3:7])([CH3:3])[CH3:2]. The yield is 0.630. (2) The reactants are [NH2:1][C:2]1[NH:3][C:4](=O)[C:5]2[C:10]([CH:11]([CH3:13])[CH3:12])=[CH:9][NH:8][C:6]=2[N:7]=1.C(OC(=O)C)(=O)C.C1(N(C)C)C=CC=CC=1.O=P(Cl)(Cl)[Cl:33].Cl. The catalyst is CC#N. The product is [Cl:33][C:4]1[C:5]2[C:10]([CH:11]([CH3:13])[CH3:12])=[CH:9][NH:8][C:6]=2[N:7]=[C:2]([NH2:1])[N:3]=1. The yield is 0.450.